Dataset: Full USPTO retrosynthesis dataset with 1.9M reactions from patents (1976-2016). Task: Predict the reactants needed to synthesize the given product. (1) Given the product [N:1]1([S:19]([C:22]2[CH:23]=[C:24]3[C:29](=[CH:30][CH:31]=2)[N:28]([C:32]([O:34][CH2:35][CH3:36])=[O:33])[CH2:27][CH2:26][CH2:25]3)(=[O:20])=[O:21])[C:10]2[C:5](=[CH:6][CH:7]=[CH:8][CH:9]=2)[CH2:4][CH2:3][CH2:2]1, predict the reactants needed to synthesize it. The reactants are: [NH:1]1[C:10]2[C:5](=[CH:6][CH:7]=[CH:8][CH:9]=2)[CH2:4][CH2:3][CH2:2]1.C(N(CC)CC)C.Cl[S:19]([C:22]1[CH:23]=[C:24]2[C:29](=[CH:30][CH:31]=1)[N:28]([C:32]([O:34][CH2:35][CH3:36])=[O:33])[CH2:27][CH2:26][CH2:25]2)(=[O:21])=[O:20].Cl. (2) Given the product [ClH:18].[F:1][C:2]1[CH:7]=[CH:6][C:5]([C:8]#[C:9][C:10]2[CH:11]=[C:12]([CH:16]=[N:19][OH:20])[CH:13]=[N:14][CH:15]=2)=[CH:4][CH:3]=1, predict the reactants needed to synthesize it. The reactants are: [F:1][C:2]1[CH:7]=[CH:6][C:5]([C:8]#[C:9][C:10]2[CH:11]=[C:12]([CH:16]=O)[CH:13]=[N:14][CH:15]=2)=[CH:4][CH:3]=1.[ClH:18].[NH2:19][OH:20].C(=O)([O-])[O-].[K+].[K+]. (3) Given the product [ClH:30].[F:1][C:2]1[C:7]([C:8]([F:11])([F:10])[F:9])=[CH:6][CH:5]=[CH:4][C:3]=1[CH:14]1[CH2:17][C:16]2([CH2:22][CH2:21][NH:20][CH2:19][CH2:18]2)[CH2:15]1, predict the reactants needed to synthesize it. The reactants are: [F:1][C:2]1[C:7]([C:8]([F:11])([F:10])[F:9])=[CH:6][CH:5]=[CH:4][C:3]=1Br.O=[C:14]1[CH2:17][C:16]2([CH2:22][CH2:21][N:20](C(OC(C)(C)C)=O)[CH2:19][CH2:18]2)[CH2:15]1.[ClH:30].FC(F)(F)OC1C=C(C2CC3(CCNCC3)C2)C=CC=1.Cl.C(OCC)C. (4) Given the product [OH:7][C:8]1[C:17]2[C:12](=[CH:13][C:14]([C:18]3[CH:19]=[C:20]([CH:24]=[CH:25][C:26]=3[CH3:27])[C:21]([O:5][CH2:1][CH3:2])=[O:22])=[CH:15][CH:16]=2)[CH:11]=[N:10][N:9]=1, predict the reactants needed to synthesize it. The reactants are: [C:1](Cl)(=[O:5])[C:2](Cl)=O.[OH:7][C:8]1[C:17]2[C:12](=[CH:13][C:14]([C:18]3[CH:19]=[C:20]([CH:24]=[CH:25][C:26]=3[CH3:27])[C:21](O)=[O:22])=[CH:15][CH:16]=2)[CH:11]=[N:10][N:9]=1. (5) Given the product [Br:24][C:13]1[NH:14][C:15]2[C:11]([N:12]=1)=[C:10]([N:17]1[CH2:22][CH2:21][O:20][CH2:19][C@H:18]1[CH3:23])[N:9]=[C:8]([N:3]1[CH2:4][CH2:5][O:6][CH2:7][C@H:2]1[CH3:1])[N:16]=2, predict the reactants needed to synthesize it. The reactants are: [CH3:1][C@@H:2]1[CH2:7][O:6][CH2:5][CH2:4][N:3]1[C:8]1[N:16]=[C:15]2[C:11]([N:12]=[CH:13][NH:14]2)=[C:10]([N:17]2[CH2:22][CH2:21][O:20][CH2:19][C@H:18]2[CH3:23])[N:9]=1.[Br:24]Br.[O-]S([O-])(=S)=O.[Na+].[Na+]. (6) Given the product [CH:1]1([C@H:4]2[C@H:13]([CH3:14])[C@@H:12]([NH:15][C:16]3[CH:21]=[CH:20][CH:19]=[C:18]([CH3:22])[N:17]=3)[C:11]3[C:6](=[CH:7][CH:8]=[C:9]([OH:23])[N:10]=3)[N:5]2[C:25](=[O:27])[CH3:26])[CH2:2][CH2:3]1, predict the reactants needed to synthesize it. The reactants are: [CH:1]1([C@H:4]2[C@H:13]([CH3:14])[C@@H:12]([NH:15][C:16]3[CH:21]=[CH:20][CH:19]=[C:18]([CH3:22])[N:17]=3)[C:11]3[C:6](=[CH:7][CH:8]=[C:9]([O:23]C)[N:10]=3)[N:5]2[C:25](=[O:27])[CH3:26])[CH2:3][CH2:2]1.[I-].[Na+]. (7) Given the product [CH3:26][S:23]([O:15][CH2:14][C:11]1[S:10][C:9]([C:4]2([CH3:3])[O:8][CH2:7][CH2:6][O:5]2)=[N:13][CH:12]=1)(=[O:25])=[O:24], predict the reactants needed to synthesize it. The reactants are: N#N.[CH3:3][C:4]1([C:9]2[S:10][C:11]([CH2:14][OH:15])=[CH:12][N:13]=2)[O:8][CH2:7][CH2:6][O:5]1.CCN(CC)CC.[S:23](Cl)([CH3:26])(=[O:25])=[O:24]. (8) Given the product [C:13]1([C:19]2[O:23][C:22]([CH:24]3[CH2:25][CH2:26][N:27]([C:5](=[O:11])[N:50]([OH:51])[CH3:49])[CH2:28][CH2:29]3)=[N:21][C:20]=2[C:30]2[CH:31]=[CH:32][C:33]([C:36]([F:38])([F:37])[F:39])=[CH:34][CH:35]=2)[CH:18]=[CH:17][CH:16]=[CH:15][CH:14]=1, predict the reactants needed to synthesize it. The reactants are: ClC(Cl)(O[C:5](=[O:11])OC(Cl)(Cl)Cl)Cl.[C:13]1([C:19]2[O:23][C:22]([CH:24]3[CH2:29][CH2:28][NH:27][CH2:26][CH2:25]3)=[N:21][C:20]=2[C:30]2[CH:35]=[CH:34][C:33]([C:36]([F:39])([F:38])[F:37])=[CH:32][CH:31]=2)[CH:18]=[CH:17][CH:16]=[CH:15][CH:14]=1.C(N(CC)CC)C.Cl.Cl.[CH3:49][NH:50][OH:51]. (9) Given the product [O:1]1[CH:5]=[CH:4][CH:3]=[C:2]1[C:16]1[CH:17]=[C:18]([OH:35])[C:19]([C:26]([NH:28][CH2:29][C:30]([OH:32])=[O:31])=[O:27])=[C:20]2[C:25]=1[N:24]=[CH:23][CH:22]=[N:21]2, predict the reactants needed to synthesize it. The reactants are: [O:1]1[CH:5]=[CH:4][CH:3]=[C:2]1B(O)O.C(=O)([O-])[O-].[K+].[K+].Br[C:16]1[CH:17]=[C:18]([OH:35])[C:19]([C:26]([NH:28][CH2:29][C:30]([O:32]CC)=[O:31])=[O:27])=[C:20]2[C:25]=1[N:24]=[CH:23][CH:22]=[N:21]2.[OH-].[Na+]. (10) The reactants are: CO[C:3](=[O:15])[C:4]1[C:9]([N+:10]([O-:12])=[O:11])=[CH:8][CH:7]=[CH:6][C:5]=1[CH2:13]Br.[NH2:16][C:17]1[CH:22]=[CH:21][CH:20]=[CH:19][CH:18]=1.N1C=CC=CC=1. Given the product [N+:10]([C:9]1[CH:8]=[CH:7][CH:6]=[C:5]2[C:4]=1[C:3](=[O:15])[N:16]([C:17]1[CH:22]=[CH:21][CH:20]=[CH:19][CH:18]=1)[CH2:13]2)([O-:12])=[O:11], predict the reactants needed to synthesize it.